This data is from NCI-60 drug combinations with 297,098 pairs across 59 cell lines. The task is: Regression. Given two drug SMILES strings and cell line genomic features, predict the synergy score measuring deviation from expected non-interaction effect. (1) Drug 1: CN(C)N=NC1=C(NC=N1)C(=O)N. Drug 2: C1CNP(=O)(OC1)N(CCCl)CCCl. Cell line: NCI-H460. Synergy scores: CSS=5.97, Synergy_ZIP=-5.23, Synergy_Bliss=-2.81, Synergy_Loewe=-12.1, Synergy_HSA=-3.22. (2) Drug 1: CC1=C2C(C(=O)C3(C(CC4C(C3C(C(C2(C)C)(CC1OC(=O)C(C(C5=CC=CC=C5)NC(=O)OC(C)(C)C)O)O)OC(=O)C6=CC=CC=C6)(CO4)OC(=O)C)OC)C)OC. Drug 2: CN(C)N=NC1=C(NC=N1)C(=O)N. Cell line: BT-549. Synergy scores: CSS=48.3, Synergy_ZIP=4.21, Synergy_Bliss=1.78, Synergy_Loewe=-29.6, Synergy_HSA=1.21. (3) Drug 1: CCC1=CC2CC(C3=C(CN(C2)C1)C4=CC=CC=C4N3)(C5=C(C=C6C(=C5)C78CCN9C7C(C=CC9)(C(C(C8N6C)(C(=O)OC)O)OC(=O)C)CC)OC)C(=O)OC.C(C(C(=O)O)O)(C(=O)O)O. Drug 2: C1=CC=C(C=C1)NC(=O)CCCCCCC(=O)NO. Cell line: NCI-H522. Synergy scores: CSS=68.6, Synergy_ZIP=0.178, Synergy_Bliss=5.84, Synergy_Loewe=-3.18, Synergy_HSA=7.35. (4) Drug 1: C1C(C(OC1N2C=C(C(=O)NC2=O)F)CO)O. Drug 2: C1=CC=C(C=C1)NC(=O)CCCCCCC(=O)NO. Cell line: A498. Synergy scores: CSS=28.1, Synergy_ZIP=-1.28, Synergy_Bliss=-0.701, Synergy_Loewe=0.608, Synergy_HSA=2.02. (5) Drug 1: C1=NNC2=C1C(=O)NC=N2. Drug 2: CC1=C(C(=O)C2=C(C1=O)N3CC4C(C3(C2COC(=O)N)OC)N4)N. Cell line: EKVX. Synergy scores: CSS=7.29, Synergy_ZIP=-3.44, Synergy_Bliss=-0.313, Synergy_Loewe=-7.34, Synergy_HSA=-0.317. (6) Drug 1: CN(C)C1=NC(=NC(=N1)N(C)C)N(C)C. Cell line: DU-145. Drug 2: CC12CCC3C(C1CCC2O)C(CC4=C3C=CC(=C4)O)CCCCCCCCCS(=O)CCCC(C(F)(F)F)(F)F. Synergy scores: CSS=-2.21, Synergy_ZIP=1.97, Synergy_Bliss=1.77, Synergy_Loewe=-3.49, Synergy_HSA=-2.15. (7) Drug 1: CC(C1=C(C=CC(=C1Cl)F)Cl)OC2=C(N=CC(=C2)C3=CN(N=C3)C4CCNCC4)N. Drug 2: CN(C)N=NC1=C(NC=N1)C(=O)N. Cell line: RXF 393. Synergy scores: CSS=2.20, Synergy_ZIP=-0.502, Synergy_Bliss=1.82, Synergy_Loewe=2.20, Synergy_HSA=2.15. (8) Drug 1: COC1=CC(=CC(=C1O)OC)C2C3C(COC3=O)C(C4=CC5=C(C=C24)OCO5)OC6C(C(C7C(O6)COC(O7)C8=CC=CS8)O)O. Drug 2: CCC1=C2CN3C(=CC4=C(C3=O)COC(=O)C4(CC)O)C2=NC5=C1C=C(C=C5)O. Cell line: TK-10. Synergy scores: CSS=25.9, Synergy_ZIP=-5.89, Synergy_Bliss=-0.578, Synergy_Loewe=1.28, Synergy_HSA=3.15. (9) Drug 1: C1=NC2=C(N1)C(=S)N=C(N2)N. Drug 2: CS(=O)(=O)CCNCC1=CC=C(O1)C2=CC3=C(C=C2)N=CN=C3NC4=CC(=C(C=C4)OCC5=CC(=CC=C5)F)Cl. Cell line: NCI-H226. Synergy scores: CSS=14.9, Synergy_ZIP=-4.35, Synergy_Bliss=3.05, Synergy_Loewe=-2.92, Synergy_HSA=1.49. (10) Drug 1: CS(=O)(=O)C1=CC(=C(C=C1)C(=O)NC2=CC(=C(C=C2)Cl)C3=CC=CC=N3)Cl. Drug 2: CC1=C(N=C(N=C1N)C(CC(=O)N)NCC(C(=O)N)N)C(=O)NC(C(C2=CN=CN2)OC3C(C(C(C(O3)CO)O)O)OC4C(C(C(C(O4)CO)O)OC(=O)N)O)C(=O)NC(C)C(C(C)C(=O)NC(C(C)O)C(=O)NCCC5=NC(=CS5)C6=NC(=CS6)C(=O)NCCC[S+](C)C)O. Cell line: CAKI-1. Synergy scores: CSS=-0.558, Synergy_ZIP=-7.40, Synergy_Bliss=-16.7, Synergy_Loewe=-52.1, Synergy_HSA=-15.4.